Dataset: Forward reaction prediction with 1.9M reactions from USPTO patents (1976-2016). Task: Predict the product of the given reaction. (1) Given the reactants [Li+].[OH-].[Cl:3][C:4]1[CH:34]=[CH:33][CH:32]=[C:31]([Cl:35])[C:5]=1[C:6]([NH:8][C@H:9]([C:27]([O:29]C)=[O:28])[CH2:10][C:11]1[CH:16]=[CH:15][C:14]([CH2:17][CH2:18][CH2:19][NH:20][C:21]2[CH:26]=[CH:25][CH:24]=[CH:23][N:22]=2)=[CH:13][CH:12]=1)=[O:7], predict the reaction product. The product is: [Cl:3][C:4]1[CH:34]=[CH:33][CH:32]=[C:31]([Cl:35])[C:5]=1[C:6]([NH:8][C@H:9]([C:27]([OH:29])=[O:28])[CH2:10][C:11]1[CH:16]=[CH:15][C:14]([CH2:17][CH2:18][CH2:19][NH:20][C:21]2[CH:26]=[CH:25][CH:24]=[CH:23][N:22]=2)=[CH:13][CH:12]=1)=[O:7]. (2) The product is: [F:1][C:2]1[CH:31]=[C:30]([F:32])[CH:29]=[CH:28][C:3]=1[O:4][C:5]1[C:10]([C:11]2[C:19]3[CH:18]=[CH:17][NH:16][C:15](=[O:20])[C:14]=3[N:13]([CH3:22])[CH:12]=2)=[CH:9][C:8]([CH2:23][S:24]([CH3:27])(=[O:25])=[O:26])=[CH:7][N:6]=1. Given the reactants [F:1][C:2]1[CH:31]=[C:30]([F:32])[CH:29]=[CH:28][C:3]=1[O:4][C:5]1[C:10]([C:11]2[C:19]3[C:14](=[C:15]([O:20]C)[N:16]=[CH:17][CH:18]=3)[N:13]([CH3:22])[CH:12]=2)=[CH:9][C:8]([CH2:23][S:24]([CH3:27])(=[O:26])=[O:25])=[CH:7][N:6]=1.Cl.O1CCOCC1, predict the reaction product.